Task: Predict the product of the given reaction.. Dataset: Forward reaction prediction with 1.9M reactions from USPTO patents (1976-2016) (1) Given the reactants [Br:1][C:2]1[CH:3]=[C:4]([SH:8])[CH:5]=[CH:6][CH:7]=1.C[O-].[Na+].[CH2:12](Br)[C:13]1[CH:18]=[CH:17][CH:16]=[CH:15][CH:14]=1.[OH-].[Na+], predict the reaction product. The product is: [CH2:12]([S:8][C:4]1[CH:5]=[CH:6][CH:7]=[C:2]([Br:1])[CH:3]=1)[C:13]1[CH:18]=[CH:17][CH:16]=[CH:15][CH:14]=1. (2) Given the reactants C([Li])CCC.C(NC(C)C)(C)C.[Cl:13][C:14]1[CH:15]=[N:16][CH:17]=[CH:18][CH:19]=1.[C:20]([O:24][C:25]([N:27]1[CH:32]2[CH2:33][CH2:34][CH:28]1[CH2:29][C:30](=[O:35])[CH2:31]2)=[O:26])([CH3:23])([CH3:22])[CH3:21].[Cl-].[NH4+], predict the reaction product. The product is: [C:20]([O:24][C:25]([N:27]1[CH:32]2[CH2:33][CH2:34][CH:28]1[CH2:29][C:30]([C:19]1[CH:18]=[CH:17][N:16]=[CH:15][C:14]=1[Cl:13])([OH:35])[CH2:31]2)=[O:26])([CH3:23])([CH3:21])[CH3:22]. (3) Given the reactants CN1CCNCC1.[NH:8]1[CH2:13][CH2:12][CH2:11][CH2:10][CH2:9]1.COC(C1C=C(OCC2C=CC=CC=2)C2C(=C([N+]([O-])=O)C=CC=2Br)N=1)=O.[CH2:40]([O:47][C:48]([C:50]1[CH:59]=[C:58]([O:60][CH2:61][C:62]2[CH:67]=[CH:66][CH:65]=[CH:64][CH:63]=2)[C:57]2[C:52](=[C:53]([O:69][CH2:70][C:71]3[CH:76]=[CH:75][CH:74]=[CH:73][CH:72]=3)[CH:54]=[C:55](Br)[CH:56]=2)[N:51]=1)=[O:49])[C:41]1[CH:46]=[CH:45][CH:44]=[CH:43][CH:42]=1, predict the reaction product. The product is: [CH2:40]([O:47][C:48]([C:50]1[CH:59]=[C:58]([O:60][CH2:61][C:62]2[CH:67]=[CH:66][CH:65]=[CH:64][CH:63]=2)[C:57]2[C:52](=[C:53]([O:69][CH2:70][C:71]3[CH:76]=[CH:75][CH:74]=[CH:73][CH:72]=3)[CH:54]=[C:55]([CH:9]3[CH2:10][CH2:11][CH2:12][CH2:13][NH:8]3)[CH:56]=2)[N:51]=1)=[O:49])[C:41]1[CH:46]=[CH:45][CH:44]=[CH:43][CH:42]=1. (4) Given the reactants [F:1][C:2]([F:11])([F:10])[C:3]1[CH:8]=[CH:7][CH:6]=[CH:5][C:4]=1[SH:9].Br[CH2:13][CH:14](OCC)OCC.C(=O)([O-])[O-].[K+].[K+], predict the reaction product. The product is: [F:11][C:2]([F:1])([F:10])[C:3]1[C:4]2[S:9][CH:13]=[CH:14][C:5]=2[CH:6]=[CH:7][CH:8]=1. (5) Given the reactants [NH2:1][C:2]1[N:7]=[C:6]([N:8]2[CH2:20][CH2:19][C:11]3([CH2:15][NH:14][C@H:13]([C:16]([OH:18])=[O:17])[CH2:12]3)[CH2:10][CH2:9]2)[CH:5]=[C:4]([O:21][C@H:22]([C:27]2[CH:32]=[CH:31][C:30]([Cl:33])=[CH:29][C:28]=2[N:34]2[CH:38]=[CH:37][C:36]([CH3:39])=[N:35]2)[C:23]([F:26])([F:25])[F:24])[N:3]=1.Cl[C:41]1C=CC([C@@H](O)C(F)(F)F)=C(N2C=CC(C3CC3)=N2)[CH:42]=1, predict the reaction product. The product is: [NH2:1][C:2]1[N:7]=[C:6]([N:8]2[CH2:20][CH2:19][C:11]3([CH2:15][NH:14][C@H:13]([C:16]([OH:18])=[O:17])[CH2:12]3)[CH2:10][CH2:9]2)[CH:5]=[C:4]([O:21][C@H:22]([C:27]2[CH:32]=[CH:31][C:30]([Cl:33])=[CH:29][C:28]=2[N:34]2[CH:38]=[CH:37][C:36]([CH:39]3[CH2:42][CH2:41]3)=[N:35]2)[C:23]([F:25])([F:24])[F:26])[N:3]=1.